This data is from Forward reaction prediction with 1.9M reactions from USPTO patents (1976-2016). The task is: Predict the product of the given reaction. Given the reactants [OH:1][B:2]1[CH:7]([NH:8][C:9](=[O:14])[CH2:10][CH2:11][C:12]#[CH:13])[CH2:6][C:5]2[CH:15]=[CH:16][CH:17]=[C:18]([C:19]([OH:21])=[O:20])[C:4]=2[O:3]1.S(Cl)(Cl)=O.[CH2:26](O)[CH3:27], predict the reaction product. The product is: [CH2:26]([O:20][C:19]([C:18]1[C:4]2[O:3][B:2]([OH:1])[C@@H:7]([NH:8][C:9](=[O:14])[CH2:10][CH2:11][C:12]#[CH:13])[CH2:6][C:5]=2[CH:15]=[CH:16][CH:17]=1)=[O:21])[CH3:27].